This data is from Forward reaction prediction with 1.9M reactions from USPTO patents (1976-2016). The task is: Predict the product of the given reaction. (1) Given the reactants [OH:1][CH:2]1[CH2:6][CH2:5][NH:4][CH2:3]1.C(N(CC)CC)C.[C:14](O[C:14]([O:16][C:17]([CH3:20])([CH3:19])[CH3:18])=[O:15])([O:16][C:17]([CH3:20])([CH3:19])[CH3:18])=[O:15], predict the reaction product. The product is: [C:17]([O:16][C:14]([N:4]1[CH2:5][CH2:6][CH:2]([OH:1])[CH2:3]1)=[O:15])([CH3:20])([CH3:19])[CH3:18]. (2) Given the reactants [Cl:1][C:2]1[CH:29]=[CH:28][C:5]([C:6]([C:8]2[CH:27]=[CH:26][C:11]([O:12][C:13]([CH3:25])([CH3:24])[C:14]([O:16]CC3C=CC=CC=3)=[O:15])=[CH:10][CH:9]=2)=[O:7])=[CH:4][CH:3]=1.[OH-].[K+], predict the reaction product. The product is: [Cl:1][C:2]1[CH:29]=[CH:28][C:5]([C:6]([C:8]2[CH:27]=[CH:26][C:11]([O:12][C:13]([CH3:25])([CH3:24])[C:14]([OH:16])=[O:15])=[CH:10][CH:9]=2)=[O:7])=[CH:4][CH:3]=1.